This data is from NCI-60 drug combinations with 297,098 pairs across 59 cell lines. The task is: Regression. Given two drug SMILES strings and cell line genomic features, predict the synergy score measuring deviation from expected non-interaction effect. (1) Drug 1: CS(=O)(=O)C1=CC(=C(C=C1)C(=O)NC2=CC(=C(C=C2)Cl)C3=CC=CC=N3)Cl. Drug 2: C1=CC=C(C=C1)NC(=O)CCCCCCC(=O)NO. Cell line: NCI-H226. Synergy scores: CSS=15.4, Synergy_ZIP=-0.714, Synergy_Bliss=4.54, Synergy_Loewe=4.06, Synergy_HSA=3.98. (2) Drug 1: C1=CC(=C2C(=C1NCCNCCO)C(=O)C3=C(C=CC(=C3C2=O)O)O)NCCNCCO. Drug 2: C1=C(C(=O)NC(=O)N1)F. Cell line: UACC-257. Synergy scores: CSS=32.7, Synergy_ZIP=2.93, Synergy_Bliss=8.77, Synergy_Loewe=10.4, Synergy_HSA=10.4.